This data is from Full USPTO retrosynthesis dataset with 1.9M reactions from patents (1976-2016). The task is: Predict the reactants needed to synthesize the given product. (1) The reactants are: [Cl:1][C:2]1[N:3]([CH2:10][C@:11]2([CH3:14])[CH2:13][O:12]2)[CH:4]=[C:5]([N+:7]([O-:9])=[O:8])[N:6]=1.[F:15][C:16]([F:31])([F:30])[C:17]1[CH:29]=[CH:28][C:20]([O:21][CH:22]2[CH2:27][CH2:26][NH:25][CH2:24][CH2:23]2)=[CH:19][CH:18]=1.O. Given the product [Cl:1][C:2]1[N:3]([CH2:10][C@@:11]([CH3:14])([OH:12])[CH2:13][N:25]2[CH2:24][CH2:23][CH:22]([O:21][C:20]3[CH:19]=[CH:18][C:17]([C:16]([F:15])([F:30])[F:31])=[CH:29][CH:28]=3)[CH2:27][CH2:26]2)[CH:4]=[C:5]([N+:7]([O-:9])=[O:8])[N:6]=1, predict the reactants needed to synthesize it. (2) Given the product [N:17]1[CH:18]=[CH:19][CH:20]=[C:15]([C:14]#[C:13][C@@H:9]2[CH2:10][CH2:11][CH2:12][NH:8]2)[CH:16]=1, predict the reactants needed to synthesize it. The reactants are: C(OC([N:8]1[CH2:12][CH2:11][CH2:10][C@H:9]1[C:13]#[C:14][C:15]1[CH:16]=[N:17][CH:18]=[CH:19][CH:20]=1)=O)(C)(C)C.Cl. (3) Given the product [ClH:59].[F:29][C:27]1[CH:28]=[C:23]([CH2:22][C@H:10]([NH:9][C:7](=[O:8])[C:46]2[CH:50]=[C:51]([CH3:53])[CH:52]=[C:44]([C:42]([N:41]([CH2:38][CH2:39][CH3:40])[CH2:54][CH2:55][CH3:56])=[O:43])[CH:45]=2)[CH2:11][NH:12][C@H:13]([C:15]([NH:17][CH2:18][CH:19]([CH3:20])[CH3:21])=[O:16])[CH3:14])[CH:24]=[C:25]([F:30])[CH:26]=1, predict the reactants needed to synthesize it. The reactants are: Cl.C(O[C:7]([NH:9][C@@H:10]([CH2:22][C:23]1[CH:28]=[C:27]([F:29])[CH:26]=[C:25]([F:30])[CH:24]=1)[CH2:11][NH:12][C@H:13]([C:15]([NH:17][CH2:18][CH:19]([CH3:21])[CH3:20])=[O:16])[CH3:14])=[O:8])(C)(C)C.C(O)(C(F)(F)F)=O.[CH2:38]([N:41]([CH2:54][CH2:55][CH3:56])[C:42]([C:44]1[CH:45]=[C:46]([CH:50]=[C:51]([CH3:53])[CH:52]=1)C(O)=O)=[O:43])[CH2:39][CH3:40].C(Cl)C[Cl:59].C1C=CC2N(O)N=NC=2C=1. (4) Given the product [Cl:1][C:2]1[CH:7]=[CH:6][CH:5]=[CH:4][C:3]=1[N:8]1[C:17](=[O:18])[C:16]2[C:11](=[CH:12][CH:13]=[C:14]([F:19])[CH:15]=2)[N:10]=[C:9]1[CH2:20][NH:22][C:23]1[CH:24]=[C:25]([CH:28]=[CH:29][CH:30]=1)[C:26]#[N:27], predict the reactants needed to synthesize it. The reactants are: [Cl:1][C:2]1[CH:7]=[CH:6][CH:5]=[CH:4][C:3]=1[N:8]1[C:17](=[O:18])[C:16]2[C:11](=[CH:12][CH:13]=[C:14]([F:19])[CH:15]=2)[N:10]=[C:9]1[CH:20]=O.[NH2:22][C:23]1[CH:24]=[C:25]([CH:28]=[CH:29][CH:30]=1)[C:26]#[N:27].S([O-])([O-])(=O)=O.[Na+].[Na+].C(O[BH-](OC(=O)C)OC(=O)C)(=O)C.[Na+].C(=O)(O)[O-]. (5) Given the product [CH3:1][C:2]1[S:6][C:5]2[CH:7]=[C:8]([O:11][C:12]3[CH:17]=[CH:16][N:15]=[C:14]4[CH:18]=[C:19]([C:21]5[N:22]([CH3:26])[CH:23]=[CH:24][N:25]=5)[S:20][C:13]=34)[CH:9]=[CH:10][C:4]=2[C:3]=1[C:27]([OH:29])=[O:28], predict the reactants needed to synthesize it. The reactants are: [CH3:1][C:2]1[S:6][C:5]2[CH:7]=[C:8]([O:11][C:12]3[CH:17]=[CH:16][N:15]=[C:14]4[CH:18]=[C:19]([C:21]5[N:22]([CH3:26])[CH:23]=[CH:24][N:25]=5)[S:20][C:13]=34)[CH:9]=[CH:10][C:4]=2[C:3]=1[C:27]([O:29]C)=[O:28].O[Li].O. (6) Given the product [NH2:1][C:2]1[N:7]=[CH:6][N:5]=[C:4]2[N:8]([C@H:26]3[CH2:27][CH2:28][C@@H:29]([N:32]4[CH2:37][CH2:36][N:35]([CH3:38])[CH2:34][CH2:33]4)[CH2:30][CH2:31]3)[N:9]=[C:10]([C:11]3[CH:12]=[CH:13][C:14]([O:15][C:16]4[CH:23]=[CH:22][C:40]([C:39]([OH:42])=[O:41])=[CH:18][CH:17]=4)=[CH:24][CH:25]=3)[C:3]=12, predict the reactants needed to synthesize it. The reactants are: [NH2:1][C:2]1[N:7]=[CH:6][N:5]=[C:4]2[N:8]([C@H:26]3[CH2:31][CH2:30][C@@H:29]([N:32]4[CH2:37][CH2:36][N:35]([CH3:38])[CH2:34][CH2:33]4)[CH2:28][CH2:27]3)[N:9]=[C:10]([C:11]3[CH:25]=[CH:24][C:14]([O:15][C:16]4[CH:23]=[CH:22]C(C#N)=[CH:18][CH:17]=4)=[CH:13][CH:12]=3)[C:3]=12.[C:39]([OH:42])(=[O:41])[CH3:40]. (7) Given the product [NH2:31][C:32]1[N:37]=[CH:36][C:35]([NH:38][C:14](=[O:15])[C:13]2[CH:17]=[C:9]([NH:8][C:6](=[O:7])[C:5]3[CH:19]=[CH:20][CH:21]=[C:3]([C:2]([F:22])([F:23])[F:1])[CH:4]=3)[CH:10]=[CH:11][C:12]=2[Cl:18])=[CH:34][N:33]=1, predict the reactants needed to synthesize it. The reactants are: [F:1][C:2]([F:23])([F:22])[C:3]1[CH:4]=[C:5]([CH:19]=[CH:20][CH:21]=1)[C:6]([NH:8][C:9]1[CH:10]=[CH:11][C:12]([Cl:18])=[C:13]([CH:17]=1)[C:14](O)=[O:15])=[O:7].CN1CCOCC1.[NH2:31][C:32]1[N:37]=[CH:36][C:35]([NH2:38])=[CH:34][N:33]=1. (8) Given the product [CH3:1][O:2][C:3]1[CH:4]=[C:5]([CH:21]=[CH:22][C:23]=1[O:24][CH3:25])[CH2:6][CH:7]1[C:16]2[C:11](=[CH:12][C:13]([O:19][CH3:20])=[C:14]([O:17][CH3:18])[CH:15]=2)[CH2:10][CH2:9][N:8]1[CH2:27][C:28]([NH:31][CH:32]1[C:40]2[C:35](=[CH:36][CH:37]=[CH:38][CH:39]=2)[CH:34]([CH3:41])[CH2:33]1)=[O:29], predict the reactants needed to synthesize it. The reactants are: [CH3:1][O:2][C:3]1[CH:4]=[C:5]([CH:21]=[CH:22][C:23]=1[O:24][CH3:25])[CH2:6][CH:7]1[C:16]2[C:11](=[CH:12][C:13]([O:19][CH3:20])=[C:14]([O:17][CH3:18])[CH:15]=2)[CH2:10][CH2:9][NH:8]1.Br[CH2:27][C:28](Br)=[O:29].[NH2:31][CH:32]1[C:40]2[C:35](=[CH:36][CH:37]=[CH:38][CH:39]=2)[CH:34]([CH3:41])[CH2:33]1. (9) Given the product [CH2:13]([C:15]([CH2:24][OH:25])([CH2:20][CH2:21][CH2:22][CH3:23])[C:16]([O:18][CH3:19])=[O:17])[CH3:14], predict the reactants needed to synthesize it. The reactants are: C(NC(C)C)(C)C.C([Li])CCC.[CH2:13]([CH:15]([CH2:20][CH2:21][CH2:22][CH3:23])[C:16]([O:18][CH3:19])=[O:17])[CH3:14].[CH2:24]=[O:25].[Cl-].[NH4+]. (10) Given the product [CH3:10][O:11][C:2]1[CH:3]=[C:4]([CH:7]=[CH:8][N:9]=1)[C:5]#[N:6], predict the reactants needed to synthesize it. The reactants are: Cl[C:2]1[CH:3]=[C:4]([CH:7]=[CH:8][N:9]=1)[C:5]#[N:6].[CH3:10][O-:11].[Na+].